Dataset: Forward reaction prediction with 1.9M reactions from USPTO patents (1976-2016). Task: Predict the product of the given reaction. (1) Given the reactants [H-].[Na+].[NH2:3][C:4]1[CH:9]=[CH:8][C:7]([OH:10])=[C:6]([F:11])[CH:5]=1.Cl[C:13]1[C:22]2[C:17](=[CH:18][C:19]([O:25][CH3:26])=[C:20]([O:23][CH3:24])[CH:21]=2)[N:16]=[CH:15][CH:14]=1, predict the reaction product. The product is: [CH3:24][O:23][C:20]1[CH:21]=[C:22]2[C:17](=[CH:18][C:19]=1[O:25][CH3:26])[N:16]=[CH:15][CH:14]=[C:13]2[O:10][C:7]1[CH:8]=[CH:9][C:4]([NH2:3])=[CH:5][C:6]=1[F:11]. (2) Given the reactants [CH3:1][CH:2]1[NH:7][CH2:6][CH2:5][N:4]([C:8]2[CH:15]=[CH:14][C:11]([CH:12]=[O:13])=[CH:10][CH:9]=2)[CH2:3]1.CCN(CC)CC.[C:23](Cl)(=[O:25])[CH3:24], predict the reaction product. The product is: [C:23]([N:7]1[CH2:6][CH2:5][N:4]([C:8]2[CH:15]=[CH:14][C:11]([CH:12]=[O:13])=[CH:10][CH:9]=2)[CH2:3][CH:2]1[CH3:1])(=[O:25])[CH3:24]. (3) Given the reactants [CH2:1]([C:4]1[CH:13]=[C:12]([Cl:14])[C:11]2[C:6](=[CH:7][CH:8]=[CH:9][CH:10]=2)[C:5]=1[OH:15])[CH:2]=[CH2:3].[H-].[Na+].[CH2:18](Br)[C:19]1[CH:24]=[CH:23][CH:22]=[CH:21][CH:20]=1, predict the reaction product. The product is: [CH2:1]([C:4]1[CH:13]=[C:12]([Cl:14])[C:11]2[C:6](=[CH:7][CH:8]=[CH:9][CH:10]=2)[C:5]=1[O:15][CH2:18][C:19]1[CH:24]=[CH:23][CH:22]=[CH:21][CH:20]=1)[CH:2]=[CH2:3]. (4) Given the reactants [Cl:1][C:2]1[CH:3]=[CH:4][C:5]([O:15][CH2:16][C:17]2[CH:22]=[CH:21][CH:20]=[CH:19][CH:18]=2)=[C:6]([C:8](=O)[CH2:9][CH2:10][C:11](=O)[CH3:12])[CH:7]=1.[NH2:23][C:24]1[CH:25]=[C:26]([S:30]([NH2:33])(=[O:32])=[O:31])[CH:27]=[CH:28][CH:29]=1.C1(C)C=CC(S(O)(=O)=O)=CC=1, predict the reaction product. The product is: [Cl:1][C:2]1[CH:3]=[CH:4][C:5]([O:15][CH2:16][C:17]2[CH:22]=[CH:21][CH:20]=[CH:19][CH:18]=2)=[C:6]([C:8]2[N:23]([C:24]3[CH:25]=[C:26]([S:30]([NH2:33])(=[O:31])=[O:32])[CH:27]=[CH:28][CH:29]=3)[C:11]([CH3:12])=[CH:10][CH:9]=2)[CH:7]=1.